From a dataset of Forward reaction prediction with 1.9M reactions from USPTO patents (1976-2016). Predict the product of the given reaction. (1) Given the reactants [CH:1]1([CH2:4][N:5]2[C:17]3[C:16]([C:18]([NH2:20])=[O:19])=[CH:15][C:14](B4OC(C)(C)C(C)(C)O4)=[CH:13][C:12]=3[C:11]3[C:6]2=[CH:7][C:8]([C:30]([N:32]2[CH2:37][C@H:36]([CH3:38])[O:35][C@H:34]([CH3:39])[CH2:33]2)=[O:31])=[CH:9][CH:10]=3)[CH2:3][CH2:2]1.I[C:41]1[CH:42]=[N:43][O:44][C:45]=1[CH3:46], predict the reaction product. The product is: [CH:1]1([CH2:4][N:5]2[C:17]3[C:16]([C:18]([NH2:20])=[O:19])=[CH:15][C:14]([C:41]4[CH:42]=[N:43][O:44][C:45]=4[CH3:46])=[CH:13][C:12]=3[C:11]3[C:6]2=[CH:7][C:8]([C:30]([N:32]2[CH2:33][C@H:34]([CH3:39])[O:35][C@H:36]([CH3:38])[CH2:37]2)=[O:31])=[CH:9][CH:10]=3)[CH2:3][CH2:2]1. (2) Given the reactants [CH3:1][O:2][C:3]1[CH:11]=[C:10]([CH3:12])[C:9]2[NH:8][CH:7]=[CH:6][C:5]=2[C:4]=1[C:13]([C:15]1[N:25]([CH2:26][O:27][CH2:28][CH2:29][Si:30]([CH3:33])([CH3:32])[CH3:31])[C:18]2=[N:19][CH:20]=[C:21]([C:23]#[N:24])[CH:22]=[C:17]2[N:16]=1)=[O:14].[H-].[Na+].[C:36]1([CH3:46])[CH:41]=[CH:40][C:39]([S:42](Cl)(=[O:44])=[O:43])=[CH:38][CH:37]=1, predict the reaction product. The product is: [CH3:1][O:2][C:3]1[CH:11]=[C:10]([CH3:12])[C:9]2[N:8]([S:42]([C:39]3[CH:40]=[CH:41][C:36]([CH3:46])=[CH:37][CH:38]=3)(=[O:44])=[O:43])[CH:7]=[CH:6][C:5]=2[C:4]=1[C:13]([C:15]1[N:25]([CH2:26][O:27][CH2:28][CH2:29][Si:30]([CH3:31])([CH3:33])[CH3:32])[C:18]2=[N:19][CH:20]=[C:21]([C:23]#[N:24])[CH:22]=[C:17]2[N:16]=1)=[O:14].